From a dataset of Full USPTO retrosynthesis dataset with 1.9M reactions from patents (1976-2016). Predict the reactants needed to synthesize the given product. Given the product [OH:8][N:9]1[C:14]2[N:15]=[CH:16][N:17]=[CH:18][C:13]=2[CH:12]=[CH:11][C:10]1=[O:29], predict the reactants needed to synthesize it. The reactants are: C([O:8][N:9]1[C:14]2[N:15]=[CH:16][N:17]=[CH:18][C:13]=2[C:12](NC2CC3C(=CC=CC=3)C2)=[CH:11][C:10]1=[O:29])C1C=CC=CC=1.[H][H].